This data is from Catalyst prediction with 721,799 reactions and 888 catalyst types from USPTO. The task is: Predict which catalyst facilitates the given reaction. (1) Reactant: [Si:1]([O:18][CH2:19][CH2:20][CH2:21][CH:22](O)[CH2:23][CH3:24])([C:14]([CH3:17])([CH3:16])[CH3:15])([C:8]1[CH:13]=[CH:12][CH:11]=[CH:10][CH:9]=1)[C:2]1[CH:7]=[CH:6][CH:5]=[CH:4][CH:3]=1.[C:26]1(=[O:36])[NH:30][C:29](=[O:31])[C:28]2=[CH:32][CH:33]=[CH:34][CH:35]=[C:27]12.C1C=CC(P(C2C=CC=CC=2)C2C=CC=CC=2)=CC=1.CCOC(/N=N/C(OCC)=O)=O. Product: [Si:1]([O:18][CH2:19][CH2:20][CH2:21][CH:22]([N:30]1[C:26](=[O:36])[C:27]2[C:28](=[CH:32][CH:33]=[CH:34][CH:35]=2)[C:29]1=[O:31])[CH2:23][CH3:24])([C:14]([CH3:15])([CH3:17])[CH3:16])([C:2]1[CH:7]=[CH:6][CH:5]=[CH:4][CH:3]=1)[C:8]1[CH:9]=[CH:10][CH:11]=[CH:12][CH:13]=1. The catalyst class is: 1. (2) Reactant: Br[C:2]1[CH:3]=[C:4]2[C:9](=[CH:10][CH:11]=1)[N:8]=[CH:7][N:6]=[C:5]2[C:12]1[CH:13]=[C:14]([CH:26]=[C:27]([C:29]([F:32])([F:31])[F:30])[CH:28]=1)[C:15]([N:17]1[CH2:22][CH2:21][N:20]([C:23](=[O:25])[CH3:24])[CH2:19][CH2:18]1)=[O:16].[CH3:33][O:34][C:35]1[CH:40]=[CH:39][C:38](B(O)O)=[CH:37][N:36]=1.C(#N)C.C([O-])([O-])=O.[Na+].[Na+]. Product: [CH3:33][O:34][C:35]1[N:36]=[CH:37][C:38]([C:2]2[CH:3]=[C:4]3[C:9](=[CH:10][CH:11]=2)[N:8]=[CH:7][N:6]=[C:5]3[C:12]2[CH:13]=[C:14]([CH:26]=[C:27]([C:29]([F:32])([F:31])[F:30])[CH:28]=2)[C:15]([N:17]2[CH2:22][CH2:21][N:20]([C:23](=[O:25])[CH3:24])[CH2:19][CH2:18]2)=[O:16])=[CH:39][CH:40]=1. The catalyst class is: 518. (3) Reactant: [CH3:1][P:2](=[O:7])([O:5][CH3:6])[O:3][CH3:4].[Li]CCCC.[CH:13]1([CH2:18][CH2:19][C:20](OC)=[O:21])[CH2:17][CH2:16][CH2:15][CH2:14]1.C1(CCC(O)=O)CCCC1.S(=O)(=O)(O)O. Product: [CH:13]1([CH2:18][CH2:19][C:20](=[O:21])[CH2:1][P:2](=[O:7])([O:5][CH3:6])[O:3][CH3:4])[CH2:17][CH2:16][CH2:15][CH2:14]1. The catalyst class is: 36. (4) Reactant: [C:1]([O:5][C:6](=[O:50])[NH:7][C:8]1([C:12]2[CH:17]=[CH:16][C:15]([C:18]3[N:22]4[C:23]5[CH:35]=[CH:34][CH:33]=[N:32][C:24]=5[NH:25][C:26]5[CH:31]=[CH:30][CH:29]=[CH:28][C:27]=5[C:21]4=[N:20][C:19]=3[C:36]3[CH:41]=[CH:40][C:39]([O:42]CC4C=CC=CC=4)=[CH:38][CH:37]=3)=[CH:14][CH:13]=2)[CH2:11][CH2:10][CH2:9]1)([CH3:4])([CH3:3])[CH3:2]. Product: [OH:42][C:39]1[CH:38]=[CH:37][C:36]([C:19]2[N:20]=[C:21]3[C:27]4[CH:28]=[CH:29][CH:30]=[CH:31][C:26]=4[NH:25][C:24]4[N:32]=[CH:33][CH:34]=[CH:35][C:23]=4[N:22]3[C:18]=2[C:15]2[CH:16]=[CH:17][C:12]([C:8]3([NH:7][C:6](=[O:50])[O:5][C:1]([CH3:3])([CH3:2])[CH3:4])[CH2:9][CH2:10][CH2:11]3)=[CH:13][CH:14]=2)=[CH:41][CH:40]=1. The catalyst class is: 358. (5) Reactant: [CH3:1][C:2](=[CH2:30])[CH2:3][O:4][C:5]1[CH:18]=[CH:17][C:16]2[O:15][C:14]3[C:9](=[CH:10][C:11]([C:19]4[CH:20]=[N:21][CH:22]=[CH:23][CH:24]=4)=[CH:12][CH:13]=3)[C@@:8]3([CH2:28][O:27][C:26]([NH2:29])=[N:25]3)[C:7]=2[CH:6]=1.O.S(=O)(=O)(O)[OH:33].C(=O)([O-])[O-].[K+].[K+]. Product: [NH2:29][C:26]1[O:27][CH2:28][C@:8]2([N:25]=1)[C:9]1[CH:10]=[C:11]([C:19]3[CH:20]=[N:21][CH:22]=[CH:23][CH:24]=3)[CH:12]=[CH:13][C:14]=1[O:15][C:16]1[C:7]2=[CH:6][C:5]([O:4][CH2:3][C:2]([CH3:1])([OH:33])[CH3:30])=[CH:18][CH:17]=1. The catalyst class is: 5. (6) Reactant: Br[C:2]1[C:11]2[C:6](=[CH:7][C:8]([CH2:14][CH3:15])=[C:9]([O:12][CH3:13])[CH:10]=2)[N:5]=[N:4][CH:3]=1.[CH3:16][O:17][C:18]1[CH:27]=[C:26]2[C:21]([CH2:22][CH2:23][NH:24][C:25]2=[O:28])=[CH:20][CH:19]=1.C(=O)([O-])[O-].[K+].[K+].CNCCNC. Product: [CH2:14]([C:8]1[CH:7]=[C:6]2[C:11]([C:2]([N:24]3[CH2:23][CH2:22][C:21]4[C:26](=[CH:27][C:18]([O:17][CH3:16])=[CH:19][CH:20]=4)[C:25]3=[O:28])=[CH:3][N:4]=[N:5]2)=[CH:10][C:9]=1[O:12][CH3:13])[CH3:15]. The catalyst class is: 509.